Dataset: Reaction yield outcomes from USPTO patents with 853,638 reactions. Task: Predict the reaction yield, written as a fraction of the theoretical maximum amount of product (1.0 means a 100% yield; for example, 0.34 means a 34% yield). (1) The catalyst is C1(C)C(C)=CC=CC=1. The yield is 1.00. The product is [CH2:1]([N:8]1[C:13](=[O:14])[CH:12]=[C:11]2[S:15][CH:16]=[CH:17][N:10]2[C:9]1=[O:22])[C:2]1[CH:7]=[CH:6][CH:5]=[CH:4][CH:3]=1. The reactants are [CH2:1]([N:8]1[C:13](=[O:14])[CH:12]=[C:11]([S:15][CH2:16][CH:17](OC)OC)[NH:10][C:9]1=[O:22])[C:2]1[CH:7]=[CH:6][CH:5]=[CH:4][CH:3]=1.C1(C)C=CC(S(O)(=O)=O)=CC=1. (2) The reactants are [F:1][C:2]1[CH:7]=[CH:6][C:5](/[CH:8]=[C:9](\[C:13]2[CH:18]=[CH:17][C:16]([O:19][CH:20]([CH3:22])[CH3:21])=[CH:15][CH:14]=2)/[C:10](O)=[O:11])=[CH:4][C:3]=1[O:23][CH3:24].P([N:41]=[N+:42]=[N-:43])(OC1C=CC=CC=1)(OC1C=CC=CC=1)=O.CCN(CC)CC. The catalyst is C1C=CC=CC=1. The product is [F:1][C:2]1[CH:7]=[CH:6][C:5](/[CH:8]=[C:9](\[C:13]2[CH:18]=[CH:17][C:16]([O:19][CH:20]([CH3:22])[CH3:21])=[CH:15][CH:14]=2)/[C:10]([N:41]=[N+:42]=[N-:43])=[O:11])=[CH:4][C:3]=1[O:23][CH3:24]. The yield is 0.490. (3) The reactants are [Cl:1][C:2]1[N:3]=[C:4]([N:11]2[CH2:16][CH2:15][O:14][CH2:13][CH2:12]2)[C:5]2[S:10][CH:9]=[CH:8][C:6]=2[N:7]=1.[Li]CCCC.CCCCCC.CN(C)[CH:30]=[O:31]. The catalyst is O1CCCC1. The product is [Cl:1][C:2]1[N:3]=[C:4]([N:11]2[CH2:16][CH2:15][O:14][CH2:13][CH2:12]2)[C:5]2[S:10][C:9]([CH:30]=[O:31])=[CH:8][C:6]=2[N:7]=1. The yield is 0.770. (4) The reactants are [NH2:1][C:2]1[CH:7]=[CH:6][C:5]([C:8]2[N:9]([CH2:21][CH3:22])[C:10]3[C:15]([C:16]=2[C:17]#[N:18])=[CH:14][CH:13]=[C:12]([O:19][CH3:20])[CH:11]=3)=[CH:4][C:3]=1[F:23].Cl[C:25]([O:27][CH2:28][CH2:29][CH3:30])=[O:26]. The catalyst is CCOC(C)=O.C([O-])(O)=O.[Na+].O. The product is [CH2:28]([O:27][C:25](=[O:26])[NH:1][C:2]1[CH:7]=[CH:6][C:5]([C:8]2[N:9]([CH2:21][CH3:22])[C:10]3[C:15]([C:16]=2[C:17]#[N:18])=[CH:14][CH:13]=[C:12]([O:19][CH3:20])[CH:11]=3)=[CH:4][C:3]=1[F:23])[CH2:29][CH3:30]. The yield is 0.630. (5) The reactants are [Cl:1][C:2]1[CH:7]=[C:6]([F:8])[CH:5]=[CH:4][C:3]=1[C:9](=O)[CH2:10][C:11]1[CH:16]=[CH:15][C:14]([C:17]([F:20])([F:19])[F:18])=[CH:13][N:12]=1.[NH2:22][OH:23].C(N(CC)CC)C.C(O)C. The catalyst is C(OCC)C.C1CCCCC1. The product is [Cl:1][C:2]1[CH:7]=[C:6]([F:8])[CH:5]=[CH:4][C:3]=1[C:9](=[N:22][OH:23])[CH2:10][C:11]1[CH:16]=[CH:15][C:14]([C:17]([F:20])([F:19])[F:18])=[CH:13][N:12]=1. The yield is 0.280.